Regression. Given two drug SMILES strings and cell line genomic features, predict the synergy score measuring deviation from expected non-interaction effect. From a dataset of NCI-60 drug combinations with 297,098 pairs across 59 cell lines. (1) Drug 2: CCC1(CC2CC(C3=C(CCN(C2)C1)C4=CC=CC=C4N3)(C5=C(C=C6C(=C5)C78CCN9C7C(C=CC9)(C(C(C8N6C=O)(C(=O)OC)O)OC(=O)C)CC)OC)C(=O)OC)O.OS(=O)(=O)O. Cell line: MCF7. Drug 1: C1CC(=O)NC(=O)C1N2CC3=C(C2=O)C=CC=C3N. Synergy scores: CSS=36.4, Synergy_ZIP=-0.282, Synergy_Bliss=1.57, Synergy_Loewe=-36.1, Synergy_HSA=1.95. (2) Drug 1: CNC(=O)C1=CC=CC=C1SC2=CC3=C(C=C2)C(=NN3)C=CC4=CC=CC=N4. Cell line: MCF7. Synergy scores: CSS=47.9, Synergy_ZIP=15.2, Synergy_Bliss=15.1, Synergy_Loewe=-0.0941, Synergy_HSA=16.4. Drug 2: CCC1=CC2CC(C3=C(CN(C2)C1)C4=CC=CC=C4N3)(C5=C(C=C6C(=C5)C78CCN9C7C(C=CC9)(C(C(C8N6C)(C(=O)OC)O)OC(=O)C)CC)OC)C(=O)OC.C(C(C(=O)O)O)(C(=O)O)O. (3) Drug 1: CCCCC(=O)OCC(=O)C1(CC(C2=C(C1)C(=C3C(=C2O)C(=O)C4=C(C3=O)C=CC=C4OC)O)OC5CC(C(C(O5)C)O)NC(=O)C(F)(F)F)O. Drug 2: C1=CN(C=N1)CC(O)(P(=O)(O)O)P(=O)(O)O. Cell line: TK-10. Synergy scores: CSS=56.7, Synergy_ZIP=-0.0424, Synergy_Bliss=1.86, Synergy_Loewe=0.260, Synergy_HSA=0.458. (4) Drug 1: C1=NC2=C(N1)C(=S)N=C(N2)N. Drug 2: C1=NNC2=C1C(=O)NC=N2. Cell line: MOLT-4. Synergy scores: CSS=45.8, Synergy_ZIP=-6.02, Synergy_Bliss=-6.37, Synergy_Loewe=-17.5, Synergy_HSA=-4.91. (5) Drug 1: CC12CCC(CC1=CCC3C2CCC4(C3CC=C4C5=CN=CC=C5)C)O. Drug 2: CC1=C(C=C(C=C1)NC2=NC=CC(=N2)N(C)C3=CC4=NN(C(=C4C=C3)C)C)S(=O)(=O)N.Cl. Synergy scores: CSS=7.65, Synergy_ZIP=3.05, Synergy_Bliss=11.8, Synergy_Loewe=7.08, Synergy_HSA=7.64. Cell line: SK-MEL-2. (6) Synergy scores: CSS=49.8, Synergy_ZIP=-1.27, Synergy_Bliss=-2.35, Synergy_Loewe=-23.3, Synergy_HSA=0.998. Drug 2: CC=C1C(=O)NC(C(=O)OC2CC(=O)NC(C(=O)NC(CSSCCC=C2)C(=O)N1)C(C)C)C(C)C. Drug 1: COC1=CC(=CC(=C1O)OC)C2C3C(COC3=O)C(C4=CC5=C(C=C24)OCO5)OC6C(C(C7C(O6)COC(O7)C8=CC=CS8)O)O. Cell line: SK-MEL-28. (7) Drug 1: C1=NC2=C(N1)C(=S)N=CN2. Drug 2: CCCCCOC(=O)NC1=NC(=O)N(C=C1F)C2C(C(C(O2)C)O)O. Cell line: CCRF-CEM. Synergy scores: CSS=20.2, Synergy_ZIP=-5.67, Synergy_Bliss=-2.39, Synergy_Loewe=-5.11, Synergy_HSA=1.24. (8) Drug 1: CC1OCC2C(O1)C(C(C(O2)OC3C4COC(=O)C4C(C5=CC6=C(C=C35)OCO6)C7=CC(=C(C(=C7)OC)O)OC)O)O. Drug 2: C1=CC(=CC=C1CCCC(=O)O)N(CCCl)CCCl. Cell line: SF-295. Synergy scores: CSS=71.5, Synergy_ZIP=-5.19, Synergy_Bliss=-5.04, Synergy_Loewe=-5.91, Synergy_HSA=-0.329. (9) Drug 1: CN1CCC(CC1)COC2=C(C=C3C(=C2)N=CN=C3NC4=C(C=C(C=C4)Br)F)OC. Drug 2: CC1=C2C(C(=O)C3(C(CC4C(C3C(C(C2(C)C)(CC1OC(=O)C(C(C5=CC=CC=C5)NC(=O)OC(C)(C)C)O)O)OC(=O)C6=CC=CC=C6)(CO4)OC(=O)C)OC)C)OC. Cell line: SR. Synergy scores: CSS=69.9, Synergy_ZIP=4.81, Synergy_Bliss=4.77, Synergy_Loewe=-29.2, Synergy_HSA=4.81.